This data is from TCR-epitope binding with 47,182 pairs between 192 epitopes and 23,139 TCRs. The task is: Binary Classification. Given a T-cell receptor sequence (or CDR3 region) and an epitope sequence, predict whether binding occurs between them. (1) The epitope is LLQTGIHVRVSQPSL. The TCR CDR3 sequence is CSARENRVGETQYF. Result: 1 (the TCR binds to the epitope). (2) The epitope is LLFNKVTLA. The TCR CDR3 sequence is CASSPDISNQPQHF. Result: 1 (the TCR binds to the epitope). (3) The epitope is FLNRFTTTL. The TCR CDR3 sequence is CASSQPGTAPGELFF. Result: 1 (the TCR binds to the epitope). (4) The epitope is YLNTLTLAV. The TCR CDR3 sequence is CASASGTGGIGTDTQYF. Result: 1 (the TCR binds to the epitope). (5) The epitope is YIFFASFYY. The TCR CDR3 sequence is CASSLGPYEQYF. Result: 1 (the TCR binds to the epitope).